Dataset: Forward reaction prediction with 1.9M reactions from USPTO patents (1976-2016). Task: Predict the product of the given reaction. Given the reactants [C:1]([O:5][C:6]([N:8]1[CH2:13][CH2:12][CH:11]([CH2:14][CH:15]([C:31](OCC)=[O:32])[N:16]2[CH2:21][CH2:20][CH:19]([C:22]3[C:30]4[C:25](=[CH:26][CH:27]=[CH:28][CH:29]=4)[NH:24][CH:23]=3)[CH2:18][CH2:17]2)[CH2:10][CH2:9]1)=[O:7])([CH3:4])([CH3:3])[CH3:2].[H-].[Al+3].[Li+].[H-].[H-].[H-].CO.N, predict the reaction product. The product is: [C:1]([O:5][C:6]([N:8]1[CH2:9][CH2:10][CH:11]([CH2:14][CH:15]([N:16]2[CH2:21][CH2:20][CH:19]([C:22]3[C:30]4[C:25](=[CH:26][CH:27]=[CH:28][CH:29]=4)[NH:24][CH:23]=3)[CH2:18][CH2:17]2)[CH2:31][OH:32])[CH2:12][CH2:13]1)=[O:7])([CH3:4])([CH3:2])[CH3:3].